Dataset: hERG potassium channel inhibition data for cardiac toxicity prediction from Karim et al.. Task: Regression/Classification. Given a drug SMILES string, predict its toxicity properties. Task type varies by dataset: regression for continuous values (e.g., LD50, hERG inhibition percentage) or binary classification for toxic/non-toxic outcomes (e.g., AMES mutagenicity, cardiotoxicity, hepatotoxicity). Dataset: herg_karim. (1) The molecule is CC/N=C(\c1ccc(OC)c(OC)c1)N1CCCc2cc(C3=NNC(=O)S[C@@H]3C)ccc21. The result is 1 (blocker). (2) The compound is Fc1ccc(Cn2c(N3CCC(n4ccnc4)CC3)nc3ccccc32)cc1. The result is 1 (blocker). (3) The drug is O=C(O)[C@H]1O[C@H](Oc2cc3oc(-c4ccccc4)cc(=O)c3c(O)c2O)[C@H](O)[C@@H](O)[C@@H]1O. The result is 0 (non-blocker). (4) The molecule is O=C(c1nc(-c2ccccc2)no1)N1CCC(Oc2ccc(CN3CCCC3)cc2)CC1. The result is 1 (blocker). (5) The molecule is O=C([C@@H]1C[C@H](N2CCN(c3ncccn3)CC2)CN1)N1CC(F)(F)C(F)(F)C1. The result is 0 (non-blocker). (6) The molecule is NCCCCN(Cc1nccc2c3ccccc3n(CC(=O)O)c12)[C@H]1CCCc2cccnc21. The result is 1 (blocker). (7) The drug is O=C(NCCNC(=O)c1ccc(-c2ccccc2)cc1)c1ccc(O[C@H]2C3CC4CC2C[C@](C(=O)O)(C4)C3)cc1. The result is 0 (non-blocker). (8) The drug is COC1COCCC1N(CCCO)[C@@H]1C[C@H]2OCC[C@@]2(C(=O)N2CCc3ncc(C(F)(F)F)cc3C2)C1. The result is 0 (non-blocker).